This data is from Forward reaction prediction with 1.9M reactions from USPTO patents (1976-2016). The task is: Predict the product of the given reaction. (1) Given the reactants P(Cl)(Cl)(Cl)=O.[CH3:6][N:7](C)[CH:8]=[O:9].[C:11]1([N:17]2[C:21]3=[N:22][CH:23]=[CH:24][CH:25]=[C:20]3[CH2:19][C:18]2=O)C=CC=CC=1.[OH-].[NH4+], predict the reaction product. The product is: [CH3:11][N:17]([CH:18]=[C:19]1[C:20]2[C:6](=[N:22][CH:23]=[CH:24][CH:25]=2)[NH:7][C:8]1=[O:9])[CH3:21]. (2) The product is: [ClH:1].[CH3:39][O:38][C:36]([C:33]1[CH:32]=[C:31]([CH2:29][N:16]2[CH2:17][C@@H:18]([C:19]3[CH:20]=[CH:21][C:22]([C:23]#[N:24])=[CH:25][CH:26]=3)[C@:12]3([N:11]([CH3:27])[C:10](=[O:28])[N:9]([C:4]4[CH:5]=[C:6]([Cl:8])[CH:7]=[C:2]([Cl:1])[CH:3]=4)[C:13]3=[O:14])[CH2:15]2)[S:35][CH:34]=1)=[O:37]. Given the reactants [Cl:1][C:2]1[CH:3]=[C:4]([N:9]2[C:13](=[O:14])[C@@:12]3([C@H:18]([C:19]4[CH:26]=[CH:25][C:22]([C:23]#[N:24])=[CH:21][CH:20]=4)[CH2:17][NH:16][CH2:15]3)[N:11]([CH3:27])[C:10]2=[O:28])[CH:5]=[C:6]([Cl:8])[CH:7]=1.[CH:29]([C:31]1[S:35][CH:34]=[C:33]([C:36]([O:38][CH3:39])=[O:37])[CH:32]=1)=O.C(N(CC)CC)C.C(O)(=O)C.C(O[BH-](OC(=O)C)OC(=O)C)(=O)C.[Na+], predict the reaction product. (3) Given the reactants [Br:1][C:2]1[CH:7]=[CH:6][C:5]([C@@H:8]([C:20]2[CH:25]=[CH:24][CH:23]=[CH:22][C:21]=2[CH3:26])[CH2:9][C:10]([C:12]2[CH:13]=[N:14][C:15]([O:18]C)=[CH:16][CH:17]=2)=[O:11])=[CH:4][CH:3]=1.Cl, predict the reaction product. The product is: [Br:1][C:2]1[CH:3]=[CH:4][C:5]([C@@H:8]([C:20]2[CH:25]=[CH:24][CH:23]=[CH:22][C:21]=2[CH3:26])[CH2:9][C:10]([C:12]2[CH:17]=[CH:16][C:15](=[O:18])[NH:14][CH:13]=2)=[O:11])=[CH:6][CH:7]=1. (4) Given the reactants [Cl:1][C:2]1[CH:3]=[C:4]([NH:19][C:20]2[C:21]3[N:28]([CH2:29][CH2:30]SCCO)[CH:27]=[CH:26][C:22]=3[N:23]=[CH:24][N:25]=2)[CH:5]=[CH:6][C:7]=1[O:8][C:9]1[CH:14]=[CH:13][CH:12]=[C:11]([C:15]([F:18])([F:17])[F:16])[CH:10]=1.CO.[C:37]([O:41]O)(C)(C)[CH3:38].[S:43]([O-:47])([O-])(=[O:45])=S.[Na+].[Na+], predict the reaction product. The product is: [Cl:1][C:2]1[CH:3]=[C:4]([NH:19][C:20]2[C:21]3[N:28]([CH2:29][CH2:30][S:43]([CH2:38][CH2:37][OH:41])(=[O:47])=[O:45])[CH:27]=[CH:26][C:22]=3[N:23]=[CH:24][N:25]=2)[CH:5]=[CH:6][C:7]=1[O:8][C:9]1[CH:14]=[CH:13][CH:12]=[C:11]([C:15]([F:18])([F:17])[F:16])[CH:10]=1. (5) Given the reactants C(=O)([O-])[O-].[Na+].[Na+].Br[C:8]1[CH:17]=[CH:16][C:11]([C:12]([O:14][CH3:15])=[O:13])=[CH:10][C:9]=1[C:18](OC)=O.[N+:22]([C:25]1[CH:26]=C(B(O)O)[CH:28]=[CH:29][CH:30]=1)([O-:24])=[O:23].ClCCl, predict the reaction product. The product is: [N+:22]([C:25]1[CH:26]=[C:18]([C:9]2[CH:8]=[CH:17][CH:16]=[C:11]([C:12]([O:14][CH3:15])=[O:13])[CH:10]=2)[CH:28]=[CH:29][CH:30]=1)([O-:24])=[O:23]. (6) Given the reactants [CH2:1]([C:3]([C:21]1[S:25][C:24]([C:26](O)=[O:27])=[C:23]([CH3:29])[CH:22]=1)([C:6]1[CH:11]=[CH:10][C:9]([CH2:12][CH2:13][CH:14]([OH:19])[C:15]([CH3:18])([CH3:17])[CH3:16])=[C:8]([CH3:20])[CH:7]=1)[CH2:4][CH3:5])[CH3:2].Cl.[CH3:31][O:32][C:33](=[O:36])[CH2:34][NH2:35].CCN=C=NCCCN(C)C.C(N(CC)CC)C, predict the reaction product. The product is: [CH3:31][O:32][C:33](=[O:36])[CH3:34].[CH2:1]([C:3]([C:21]1[S:25][C:24]([C:26]([NH2:35])=[O:27])=[C:23]([CH3:29])[CH:22]=1)([C:6]1[CH:11]=[CH:10][C:9]([CH2:12][CH2:13][CH:14]([OH:19])[C:15]([CH3:18])([CH3:17])[CH3:16])=[C:8]([CH3:20])[CH:7]=1)[CH2:4][CH3:5])[CH3:2]. (7) Given the reactants Br[C:2]1[CH:7]=[CH:6][C:5]([NH:8][C:9]2[N:10]=[C:11]([NH2:29])[C:12]3[CH:18]=[C:17]([C:19]4[C:24]([Cl:25])=[CH:23][CH:22]=[CH:21][C:20]=4[Cl:26])[C:16](=[O:27])[N:15]([CH3:28])[C:13]=3[N:14]=2)=[CH:4][CH:3]=1.C(=O)([O-])[O-].[Cs+].[Cs+].[OH:36][CH2:37][CH2:38][N:39]1[CH2:44][CH2:43][O:42][CH2:41][CH2:40]1, predict the reaction product. The product is: [NH2:29][C:11]1[C:12]2[CH:18]=[C:17]([C:19]3[C:24]([Cl:25])=[CH:23][CH:22]=[CH:21][C:20]=3[Cl:26])[C:16](=[O:27])[N:15]([CH3:28])[C:13]=2[N:14]=[C:9]([NH:8][C:5]2[CH:6]=[CH:7][C:2]([O:36][CH2:37][CH2:38][N:39]3[CH2:44][CH2:43][O:42][CH2:41][CH2:40]3)=[CH:3][CH:4]=2)[N:10]=1. (8) Given the reactants [C:1]([O:4][C:5]1[C:14]2[C:9](=[C:10]([CH2:19]O)[CH:11]=[C:12]([CH:15]([CH2:17][CH3:18])[CH3:16])[CH:13]=2)[N:8]=[C:7]([CH3:21])[C:6]=1[CH3:22])(=[O:3])[CH3:2].S(Cl)([Cl:25])=O, predict the reaction product. The product is: [C:1]([O:4][C:5]1[C:14]2[C:9](=[C:10]([CH2:19][Cl:25])[CH:11]=[C:12]([CH:15]([CH2:17][CH3:18])[CH3:16])[CH:13]=2)[N:8]=[C:7]([CH3:21])[C:6]=1[CH3:22])(=[O:3])[CH3:2]. (9) Given the reactants [Cl:1][C:2]1[CH:7]=[CH:6][C:5]([OH:8])=[CH:4][CH:3]=1.[OH-].[Na+].[Cl:11][CH2:12][CH2:13][CH2:14][CH2:15]Cl.[Na+].[Cl-], predict the reaction product. The product is: [Cl:11][CH2:12][CH2:13][CH2:14][CH2:15][O:8][C:5]1[CH:6]=[CH:7][C:2]([Cl:1])=[CH:3][CH:4]=1.